Dataset: Forward reaction prediction with 1.9M reactions from USPTO patents (1976-2016). Task: Predict the product of the given reaction. (1) Given the reactants [F:1][C:2]1[CH:7]=[CH:6][CH:5]=[CH:4][C:3]=1[C:8]1[N:13]=[C:12]2[C:14]([C:27]3[CH:28]=[C:29]([N:33]4[CH2:38][CH2:37][CH:36]([NH:39][C:40](=[O:46])[O:41][C:42]([CH3:45])([CH3:44])[CH3:43])[CH2:35][CH2:34]4)[CH:30]=[N:31][CH:32]=3)=[CH:15][N:16](S(C3C=CC(C)=CC=3)(=O)=O)[C:11]2=[CH:10][CH:9]=1.[OH-].[Na+], predict the reaction product. The product is: [F:1][C:2]1[CH:7]=[CH:6][CH:5]=[CH:4][C:3]=1[C:8]1[N:13]=[C:12]2[C:14]([C:27]3[CH:28]=[C:29]([N:33]4[CH2:38][CH2:37][CH:36]([NH:39][C:40](=[O:46])[O:41][C:42]([CH3:44])([CH3:43])[CH3:45])[CH2:35][CH2:34]4)[CH:30]=[N:31][CH:32]=3)=[CH:15][NH:16][C:11]2=[CH:10][CH:9]=1. (2) Given the reactants [O:1]1[CH2:6][CH2:5][N:4]([C:7]2[C:8]3[N:9]([CH:32]=[C:33]([NH:35][C:36]([C:38]4[CH:47]=[CH:46][C:45]5[C:40](=[CH:41][CH:42]=[CH:43][CH:44]=5)[N:39]=4)=[O:37])[N:34]=3)[C:10]([C:13]3[CH:14]=[CH:15][C:16]([N:19]4[CH2:24][CH2:23][N:22](C(OC(C)(C)C)=O)[CH2:21][CH2:20]4)=[N:17][CH:18]=3)=[CH:11][N:12]=2)[CH2:3][CH2:2]1.C(Cl)[Cl:49], predict the reaction product. The product is: [ClH:49].[O:1]1[CH2:6][CH2:5][N:4]([C:7]2[C:8]3[N:9]([CH:32]=[C:33]([NH:35][C:36]([C:38]4[CH:47]=[CH:46][C:45]5[C:40](=[CH:41][CH:42]=[CH:43][CH:44]=5)[N:39]=4)=[O:37])[N:34]=3)[C:10]([C:13]3[CH:18]=[N:17][C:16]([N:19]4[CH2:20][CH2:21][NH:22][CH2:23][CH2:24]4)=[CH:15][CH:14]=3)=[CH:11][N:12]=2)[CH2:3][CH2:2]1. (3) Given the reactants [CH3:1][O:2][C:3]1[CH:8]=[CH:7][CH:6]=[CH:5][C:4]=1[C:9]1[C:17]2[C:12](=[N:13][CH:14]=[C:15]([C:18]3[CH:22]=[CH:21][NH:20][N:19]=3)[CH:16]=2)[NH:11][CH:10]=1.[H-].[Na+].[C:25]1([CH3:35])[CH:30]=[CH:29][C:28]([S:31](Cl)(=[O:33])=[O:32])=[CH:27][CH:26]=1.[OH2:36], predict the reaction product. The product is: [CH3:1][O:2][C:3]1[CH:8]=[CH:7][CH:6]=[CH:5][C:4]=1[C:9]1[C:17]2[C:12](=[N:13][CH:14]=[C:15]([C:18]3[CH:22]=[CH:21][N:20]([S:31]([C:28]4[CH:29]=[CH:30][C:25]([CH3:35])=[CH:26][CH:27]=4)(=[O:33])=[O:32])[N:19]=3)[CH:16]=2)[N:11]([S:31]([C:28]2[CH:29]=[CH:30][C:25]([CH3:35])=[CH:26][CH:27]=2)(=[O:32])=[O:36])[CH:10]=1. (4) Given the reactants [Cl:1][C:2]1[CH:7]=[CH:6][C:5]([N:8]2[C:16]([NH:17][CH2:18][CH2:19][O:20][CH3:21])=[C:15]3[C:10]([CH:11]=[CH:12][CH:13]=[CH:14]3)=[N:9]2)=[CH:4][CH:3]=1.[CH3:22][O:23][C:24](=[O:35])[C:25]1[CH:30]=[CH:29][C:28]([N:31]=[C:32]=[O:33])=[C:27]([Cl:34])[CH:26]=1, predict the reaction product. The product is: [CH3:22][O:23][C:24](=[O:35])[C:25]1[CH:30]=[CH:29][C:28]([NH:31][C:32]([N:17]([C:16]2[N:8]([C:5]3[CH:6]=[CH:7][C:2]([Cl:1])=[CH:3][CH:4]=3)[N:9]=[C:10]3[C:15]=2[CH:14]=[CH:13][CH:12]=[CH:11]3)[CH2:18][CH2:19][O:20][CH3:21])=[O:33])=[C:27]([Cl:34])[CH:26]=1. (5) Given the reactants C([O:8][C:9]1[CH:10]=[CH:11][C:12]([S:19]([C:22]2[C:30]3[N:29]=[CH:28][N:27]([CH2:31][C:32]4[CH:37]=[CH:36][CH:35]=[CH:34][C:33]=4[Cl:38])[C:26]=3[CH:25]=[CH:24][CH:23]=2)(=[O:21])=[O:20])=[C:13]2[C:18]=1[N:17]=[CH:16][CH:15]=[CH:14]2)C1C=CC=CC=1.[BrH:39], predict the reaction product. The product is: [BrH:39].[BrH:39].[Cl:38][C:33]1[CH:34]=[CH:35][CH:36]=[CH:37][C:32]=1[CH2:31][N:27]1[C:26]2[CH:25]=[CH:24][CH:23]=[C:22]([S:19]([C:12]3[CH:11]=[CH:10][C:9]([OH:8])=[C:18]4[C:13]=3[CH:14]=[CH:15][CH:16]=[N:17]4)(=[O:20])=[O:21])[C:30]=2[N:29]=[CH:28]1. (6) The product is: [F:21][C:22]1[CH:30]=[C:29]2[C:25]([C:26]([C:40]3[CH:55]=[CH:54][C:43]4[NH:44][C:45]([CH2:47][N:48]5[CH2:49][CH2:50][O:51][CH2:52][CH2:53]5)=[N:46][C:42]=4[CH:41]=3)=[CH:27][NH:28]2)=[CH:24][CH:23]=1. Given the reactants FC1C=C2C(C(I)=CN2S(C2C=CC=CC=2)(=O)=O)=CC=1.[F:21][C:22]1[CH:30]=[C:29]2[C:25]([C:26]([C:40]3[CH:55]=[CH:54][C:43]4[NH:44][C:45]([CH2:47][N:48]5[CH2:53][CH2:52][O:51][CH2:50][CH2:49]5)=[N:46][C:42]=4[CH:41]=3)=[CH:27][N:28]2S(C2C=CC=CC=2)(=O)=O)=[CH:24][CH:23]=1, predict the reaction product. (7) Given the reactants [F:1][C:2]([F:25])([F:24])[S:3]([NH:6][CH2:7][CH2:8][CH2:9][CH2:10][N:11]1[CH2:21][C:20]2[N:22]3[C:13](=[CH:14][N:15]=[C:16]3[CH:17]=[CH:18][CH:19]=2)[C:12]1=[O:23])(=[O:5])=[O:4].[ClH:26], predict the reaction product. The product is: [ClH:26].[F:24][C:2]([F:1])([F:25])[S:3]([NH:6][CH2:7][CH2:8][CH2:9][CH2:10][N:11]1[CH2:21][C:20]2[N:22]3[C:13](=[CH:14][N:15]=[C:16]3[CH:17]=[CH:18][CH:19]=2)[C:12]1=[O:23])(=[O:4])=[O:5].